This data is from Forward reaction prediction with 1.9M reactions from USPTO patents (1976-2016). The task is: Predict the product of the given reaction. (1) Given the reactants [Cl:1][C:2]1[C:3]([NH:26][C:27]2[CH:32]=[CH:31][C:30]([P:33]([CH3:36])([CH3:35])=[O:34])=[CH:29][C:28]=2[S:37]([CH:40]([CH3:42])[CH3:41])(=[O:39])=[O:38])=[N:4][C:5]([NH:8][C:9]2OC(N3CCN(C4C=CC=CN=4)CC3)=NN=2)=[N:6][CH:7]=1.[N:43]1([C:49]2[S:50][CH:51]=[C:52](CN)[N:53]=2)[CH2:48][CH2:47][O:46][CH2:45][CH2:44]1, predict the reaction product. The product is: [Cl:1][C:2]1[C:3]([NH:26][C:27]2[CH:32]=[CH:31][C:30]([P:33]([CH3:35])([CH3:36])=[O:34])=[CH:29][C:28]=2[S:37]([CH:40]([CH3:41])[CH3:42])(=[O:38])=[O:39])=[N:4][C:5]([NH:8][CH2:9][C:52]2[N:53]=[C:49]([N:43]3[CH2:44][CH2:45][O:46][CH2:47][CH2:48]3)[S:50][CH:51]=2)=[N:6][CH:7]=1. (2) Given the reactants [S:1]1[C:5]([CH2:6][O:7][C:8]([NH:10][CH2:11][CH2:12][CH2:13][NH:14][C:15](=[O:21])[O:16][C:17]([CH3:20])([CH3:19])[CH3:18])=[O:9])=[CH:4][N:3]=[CH:2]1.[H-].[Na+].[C:24]1([C:30]2[CH:37]=[CH:36][C:33]([CH2:34]Br)=[CH:32][CH:31]=2)[CH:29]=[CH:28][CH:27]=[CH:26][CH:25]=1, predict the reaction product. The product is: [C:30]1([C:24]2[CH:25]=[CH:26][CH:27]=[CH:28][CH:29]=2)[CH:31]=[CH:32][C:33]([CH2:34][N:14]([CH2:13][CH2:12][CH2:11][N:10]([CH2:34][C:33]2[CH:36]=[CH:37][C:30]([C:24]3[CH:29]=[CH:28][CH:27]=[CH:26][CH:25]=3)=[CH:31][CH:32]=2)[C:8]([O:7][CH2:6][C:5]2[S:1][CH:2]=[N:3][CH:4]=2)=[O:9])[C:15](=[O:21])[O:16][C:17]([CH3:18])([CH3:20])[CH3:19])=[CH:36][CH:37]=1.